This data is from M1 muscarinic receptor antagonist screen with 61,756 compounds. The task is: Binary Classification. Given a drug SMILES string, predict its activity (active/inactive) in a high-throughput screening assay against a specified biological target. (1) The molecule is s1c2c(CCCCC2)c2c1nc(n(n1c(ccc1C)C)c2=O)C. The result is 1 (active). (2) The compound is Cl\C(=C1\NC(OCC)=NC(c2c1cccc2)C(O)=O)C. The result is 0 (inactive). (3) The compound is s1c2c(n(Cc3n(c4ccccc4)c(SCCC)nn3)c1=O)cccc2. The result is 0 (inactive). (4) The molecule is s1c(NC(=O)CSc2[nH]c(cc(=O)n2)C)nc(c2ccccc2)c1. The result is 0 (inactive). (5) The molecule is O=C(N1CCN(CC1)Cc1cc(OC)c(O)c(OC)c1)c1cc(OC)c(OC)cc1. The result is 0 (inactive). (6) The molecule is O1c2cc(C=3N=c4n([nH]cn4)C(c4ccc(cc4)C)C3)ccc2OC1. The result is 0 (inactive). (7) The drug is S(=O)(=O)(NC(Cc1c2c([nH]c1)cccc2)C(O)=O)c1c2nsnc2ccc1. The result is 0 (inactive). (8) The result is 0 (inactive). The compound is O(C(=O)C1CCCN(C1)C(=O)c1ccc(CNC2=C(N3CCC(CC3)C)C(=O)C2=O)cc1)CC. (9) The compound is S(=O)(=O)(Nc1ccc(cc1)C)c1ccc(CCC(=O)N2CCOCC2)cc1. The result is 0 (inactive). (10) The compound is O=C(Nc1nn(c2nc3c(cc12)cccc3C)C)CC. The result is 0 (inactive).